From a dataset of Full USPTO retrosynthesis dataset with 1.9M reactions from patents (1976-2016). Predict the reactants needed to synthesize the given product. Given the product [ClH:33].[CH:1]1([CH2:4][NH:5][C@@H:13]2[CH2:15][C@H:14]2[C:16]2[CH:21]=[CH:20][C:19]([N:22]3[C:23](=[O:32])[C:24]4[C:29](=[CH:28][CH:27]=[CH:26][CH:25]=4)[C:30]3=[O:31])=[CH:18][CH:17]=2)[CH2:2][CH2:3]1, predict the reactants needed to synthesize it. The reactants are: [CH:1]1([CH2:4][N:5]([C@@H:13]2[CH2:15][C@H:14]2[C:16]2[CH:21]=[CH:20][C:19]([N:22]3[C:30](=[O:31])[C:29]4[C:24](=[CH:25][CH:26]=[CH:27][CH:28]=4)[C:23]3=[O:32])=[CH:18][CH:17]=2)C(=O)OC(C)(C)C)[CH2:3][CH2:2]1.[ClH:33].COC1CCCC1.